From a dataset of Catalyst prediction with 721,799 reactions and 888 catalyst types from USPTO. Predict which catalyst facilitates the given reaction. (1) Reactant: C1C=CC(P(C2C=CC=CC=2)C2C=CC=CC=2)=CC=1.N1C=CN=C1.[I:25]I.[CH2:27](O)[CH2:28]/[CH:29]=[CH:30]/[CH2:31][CH2:32][CH2:33][CH3:34]. Product: [I:25][CH2:27][CH2:28]/[CH:29]=[CH:30]/[CH2:31][CH2:32][CH2:33][CH3:34]. The catalyst class is: 2. (2) Reactant: C([O:3][C:4](=O)[C:5]([CH2:19][O:20]C(=O)C)([O:11][C:12]1[CH:17]=[CH:16][C:15]([Br:18])=[CH:14][CH:13]=1)[C:6](OCC)=[O:7])C.[BH4-].[Li+]. Product: [Br:18][C:15]1[CH:14]=[CH:13][C:12]([O:11][C:5]([CH2:19][OH:20])([CH2:4][OH:3])[CH2:6][OH:7])=[CH:17][CH:16]=1. The catalyst class is: 1. (3) The catalyst class is: 5. Reactant: [BH4-].[Na+].[CH3:3][O:4][C:5]1[C:10]([CH:11]=[O:12])=[C:9]([C:13]([F:16])([F:15])[F:14])[N:8]=[CH:7][N:6]=1.O. Product: [CH3:3][O:4][C:5]1[C:10]([CH2:11][OH:12])=[C:9]([C:13]([F:15])([F:14])[F:16])[N:8]=[CH:7][N:6]=1. (4) Reactant: [Cl:1][C:2]1[C:7]([NH2:8])=[CH:6][CH:5]=[CH:4][N:3]=1.[OH-].[Na+].Cl[C:12]([O:14][CH2:15][CH3:16])=[O:13]. Product: [Cl:1][C:2]1[C:7]([NH:8][C:12](=[O:13])[O:14][CH2:15][CH3:16])=[CH:6][CH:5]=[CH:4][N:3]=1. The catalyst class is: 38. (5) Reactant: S=[C:2]1[CH2:6][S:5][C:4](=[O:7])[NH:3]1.[CH2:8]([N:10]([CH2:14][CH3:15])[CH2:11][CH2:12][NH2:13])[CH3:9]. The catalyst class is: 5. Product: [CH2:8]([N:10]([CH2:14][CH3:15])[CH2:11][CH2:12][NH:13][C:2]1[CH2:6][S:5][C:4](=[O:7])[N:3]=1)[CH3:9].